Dataset: Forward reaction prediction with 1.9M reactions from USPTO patents (1976-2016). Task: Predict the product of the given reaction. (1) Given the reactants [F:1][C:2]1[CH:25]=[CH:24][C:5]([CH2:6][C:7]2([C:20](OC)=[O:21])[CH2:12][CH2:11][N:10]([C:13]([O:15][C:16]([CH3:19])([CH3:18])[CH3:17])=[O:14])[CH2:9][CH2:8]2)=[CH:4][CH:3]=1.[H-].[H-].[H-].[H-].[Li+].[Al+3].O.[OH-].[Na+], predict the reaction product. The product is: [F:1][C:2]1[CH:25]=[CH:24][C:5]([CH2:6][C:7]2([CH2:20][OH:21])[CH2:8][CH2:9][N:10]([C:13]([O:15][C:16]([CH3:19])([CH3:17])[CH3:18])=[O:14])[CH2:11][CH2:12]2)=[CH:4][CH:3]=1. (2) Given the reactants [CH3:1][O:2][C:3]1[C:4]2[N:17]=[C:16]([NH:18]C(=O)C3C=CC=CC=3)[S:15][C:5]=2[C:6]([CH:9]2[CH2:14][CH2:13][O:12][CH2:11][CH2:10]2)=[N:7][CH:8]=1.[OH-].[Na+], predict the reaction product. The product is: [CH3:1][O:2][C:3]1[C:4]2[N:17]=[C:16]([NH2:18])[S:15][C:5]=2[C:6]([CH:9]2[CH2:10][CH2:11][O:12][CH2:13][CH2:14]2)=[N:7][CH:8]=1. (3) Given the reactants Cl.Cl.[CH:3]1([N:7]2[CH2:12][CH2:11][NH:10][CH2:9][CH2:8]2)[CH2:6][CH2:5][CH2:4]1, predict the reaction product. The product is: [CH:3]1([N:7]2[CH2:12][CH2:11][NH:10][CH2:9][CH2:8]2)[CH2:6][CH2:5][CH2:4]1. (4) Given the reactants [Cl:1][C:2]1[CH:7]=[CH:6][C:5]([C:8]2[C:14]3[C:15]([CH3:19])=[C:16]([CH3:18])[S:17][C:13]=3[N:12]3[C:20]([CH3:23])=[N:21][N:22]=[C:11]3[C@@:10]3([CH2:25][C@H:24]3[CH2:26]OC)[N:9]=2)=[CH:4][CH:3]=1.ClC1C=CC(C2C3C(C)=C(C)SC=3NC(=O)[C@]3(C[C@@H]3C)N=2)=CC=1, predict the reaction product. The product is: [Cl:1][C:2]1[CH:3]=[CH:4][C:5]([C:8]2[C:14]3[C:15]([CH3:19])=[C:16]([CH3:18])[S:17][C:13]=3[N:12]3[C:20]([CH3:23])=[N:21][N:22]=[C:11]3[C@:10]3([CH2:25][C@@H:24]3[CH3:26])[N:9]=2)=[CH:6][CH:7]=1. (5) Given the reactants [CH3:1][O:2][C:3]1[C:4](=[O:16])[N:5]([C:10]2[CH:15]=[CH:14][CH:13]=[CH:12][CH:11]=2)[N:6]([CH3:9])[C:7]=1[CH3:8].[Br:17]N1C(=O)CCC1=O, predict the reaction product. The product is: [Br:17][CH2:8][C:7]1[N:6]([CH3:9])[N:5]([C:10]2[CH:15]=[CH:14][CH:13]=[CH:12][CH:11]=2)[C:4](=[O:16])[C:3]=1[O:2][CH3:1]. (6) Given the reactants O[C:2]1[CH:11]=[CH:10][C:5]([C:6]([O:8][CH3:9])=[O:7])=[CH:4][C:3]=1/[C:12](=[N:16]/[OH:17])/[CH2:13][CH2:14][CH3:15].S(Cl)(Cl)=O.N1C=CC=CC=1.Cl, predict the reaction product. The product is: [CH2:13]([C:12]1[C:3]2[CH:4]=[C:5]([C:6]([O:8][CH3:9])=[O:7])[CH:10]=[CH:11][C:2]=2[O:17][N:16]=1)[CH2:14][CH3:15]. (7) The product is: [F:16][C:17]1[CH:22]=[CH:21][C:20]([N:23]2[C:9]([CH2:10][CH:11]([CH3:13])[CH3:12])=[CH:8][C:2]([C:3]([O:5][CH2:6][CH3:7])=[O:4])=[N:24]2)=[CH:19][CH:18]=1. Given the reactants O/[C:2](=[CH:8]\[C:9](=O)[CH2:10][CH:11]([CH3:13])[CH3:12])/[C:3]([O:5][CH2:6][CH3:7])=[O:4].Cl.[F:16][C:17]1[CH:22]=[CH:21][C:20]([NH:23][NH2:24])=[CH:19][CH:18]=1.Cl, predict the reaction product.